Dataset: NCI-60 drug combinations with 297,098 pairs across 59 cell lines. Task: Regression. Given two drug SMILES strings and cell line genomic features, predict the synergy score measuring deviation from expected non-interaction effect. (1) Drug 1: CN(C)C1=NC(=NC(=N1)N(C)C)N(C)C. Drug 2: CCC1(C2=C(COC1=O)C(=O)N3CC4=CC5=C(C=CC(=C5CN(C)C)O)N=C4C3=C2)O.Cl. Cell line: HOP-92. Synergy scores: CSS=5.87, Synergy_ZIP=-6.74, Synergy_Bliss=-5.12, Synergy_Loewe=-27.9, Synergy_HSA=-5.74. (2) Drug 1: CCC1=CC2CC(C3=C(CN(C2)C1)C4=CC=CC=C4N3)(C5=C(C=C6C(=C5)C78CCN9C7C(C=CC9)(C(C(C8N6C)(C(=O)OC)O)OC(=O)C)CC)OC)C(=O)OC.C(C(C(=O)O)O)(C(=O)O)O. Drug 2: CC1C(C(=O)NC(C(=O)N2CCCC2C(=O)N(CC(=O)N(C(C(=O)O1)C(C)C)C)C)C(C)C)NC(=O)C3=C4C(=C(C=C3)C)OC5=C(C(=O)C(=C(C5=N4)C(=O)NC6C(OC(=O)C(N(C(=O)CN(C(=O)C7CCCN7C(=O)C(NC6=O)C(C)C)C)C)C(C)C)C)N)C. Cell line: SK-MEL-2. Synergy scores: CSS=56.9, Synergy_ZIP=6.24, Synergy_Bliss=9.90, Synergy_Loewe=8.83, Synergy_HSA=8.91. (3) Drug 1: COC1=CC(=CC(=C1O)OC)C2C3C(COC3=O)C(C4=CC5=C(C=C24)OCO5)OC6C(C(C7C(O6)COC(O7)C8=CC=CS8)O)O. Drug 2: C1=NC2=C(N=C(N=C2N1C3C(C(C(O3)CO)O)O)F)N. Cell line: NCI/ADR-RES. Synergy scores: CSS=7.24, Synergy_ZIP=-11.2, Synergy_Bliss=-5.86, Synergy_Loewe=-11.6, Synergy_HSA=-5.14. (4) Cell line: SN12C. Drug 2: CN(CCCl)CCCl.Cl. Drug 1: C1CC(=O)NC(=O)C1N2CC3=C(C2=O)C=CC=C3N. Synergy scores: CSS=21.8, Synergy_ZIP=-9.03, Synergy_Bliss=0.169, Synergy_Loewe=0.650, Synergy_HSA=0.653. (5) Drug 1: CCC1=CC2CC(C3=C(CN(C2)C1)C4=CC=CC=C4N3)(C5=C(C=C6C(=C5)C78CCN9C7C(C=CC9)(C(C(C8N6C)(C(=O)OC)O)OC(=O)C)CC)OC)C(=O)OC.C(C(C(=O)O)O)(C(=O)O)O. Drug 2: C1=NC2=C(N1)C(=S)N=C(N2)N. Cell line: SNB-19. Synergy scores: CSS=47.9, Synergy_ZIP=0.674, Synergy_Bliss=0.634, Synergy_Loewe=-26.2, Synergy_HSA=1.37. (6) Drug 1: CCC1(C2=C(COC1=O)C(=O)N3CC4=CC5=C(C=CC(=C5CN(C)C)O)N=C4C3=C2)O.Cl. Drug 2: C1CCC(C(C1)N)N.C(=O)(C(=O)[O-])[O-].[Pt+4]. Cell line: SF-295. Synergy scores: CSS=61.1, Synergy_ZIP=-7.11, Synergy_Bliss=-3.50, Synergy_Loewe=-5.46, Synergy_HSA=-0.635. (7) Drug 1: CNC(=O)C1=NC=CC(=C1)OC2=CC=C(C=C2)NC(=O)NC3=CC(=C(C=C3)Cl)C(F)(F)F. Drug 2: N.N.Cl[Pt+2]Cl. Cell line: MOLT-4. Synergy scores: CSS=49.2, Synergy_ZIP=-2.04, Synergy_Bliss=-0.918, Synergy_Loewe=-18.9, Synergy_HSA=-0.138.